This data is from NCI-60 drug combinations with 297,098 pairs across 59 cell lines. The task is: Regression. Given two drug SMILES strings and cell line genomic features, predict the synergy score measuring deviation from expected non-interaction effect. (1) Drug 1: C1=NC2=C(N1)C(=S)N=CN2. Drug 2: CCN(CC)CCCC(C)NC1=C2C=C(C=CC2=NC3=C1C=CC(=C3)Cl)OC. Cell line: SK-MEL-28. Synergy scores: CSS=12.8, Synergy_ZIP=-2.35, Synergy_Bliss=1.61, Synergy_Loewe=0.693, Synergy_HSA=0.786. (2) Drug 2: CC1CCC2CC(C(=CC=CC=CC(CC(C(=O)C(C(C(=CC(C(=O)CC(OC(=O)C3CCCCN3C(=O)C(=O)C1(O2)O)C(C)CC4CCC(C(C4)OC)OCCO)C)C)O)OC)C)C)C)OC. Synergy scores: CSS=22.5, Synergy_ZIP=-1.86, Synergy_Bliss=6.49, Synergy_Loewe=1.31, Synergy_HSA=7.26. Drug 1: C1CCC(CC1)NC(=O)N(CCCl)N=O. Cell line: HT29. (3) Drug 1: C1C(C(OC1N2C=NC3=C(N=C(N=C32)Cl)N)CO)O. Drug 2: CC(C)NC(=O)C1=CC=C(C=C1)CNNC.Cl. Cell line: SK-MEL-5. Synergy scores: CSS=24.1, Synergy_ZIP=-1.33, Synergy_Bliss=-4.49, Synergy_Loewe=-26.8, Synergy_HSA=-3.73. (4) Drug 1: CC(C)(C#N)C1=CC(=CC(=C1)CN2C=NC=N2)C(C)(C)C#N. Drug 2: C(CC(=O)O)C(=O)CN.Cl. Synergy scores: CSS=8.85, Synergy_ZIP=-1.72, Synergy_Bliss=6.74, Synergy_Loewe=4.02, Synergy_HSA=2.34. Cell line: OVCAR-5. (5) Drug 1: CC(C)(C1=NC(=CC=C1)N2C3=NC(=NC=C3C(=O)N2CC=C)NC4=CC=C(C=C4)N5CCN(CC5)C)O. Drug 2: CC1=C(C(=CC=C1)Cl)NC(=O)C2=CN=C(S2)NC3=CC(=NC(=N3)C)N4CCN(CC4)CCO. Cell line: SK-OV-3. Synergy scores: CSS=65.3, Synergy_ZIP=2.73, Synergy_Bliss=2.41, Synergy_Loewe=6.36, Synergy_HSA=9.59.